Dataset: NCI-60 drug combinations with 297,098 pairs across 59 cell lines. Task: Regression. Given two drug SMILES strings and cell line genomic features, predict the synergy score measuring deviation from expected non-interaction effect. (1) Drug 1: C1=NC2=C(N=C(N=C2N1C3C(C(C(O3)CO)O)O)F)N. Drug 2: C#CCC(CC1=CN=C2C(=N1)C(=NC(=N2)N)N)C3=CC=C(C=C3)C(=O)NC(CCC(=O)O)C(=O)O. Cell line: EKVX. Synergy scores: CSS=0.754, Synergy_ZIP=5.43, Synergy_Bliss=-0.701, Synergy_Loewe=1.51, Synergy_HSA=-1.78. (2) Drug 1: CC(CN1CC(=O)NC(=O)C1)N2CC(=O)NC(=O)C2. Drug 2: C1=C(C(=O)NC(=O)N1)F. Cell line: SNB-19. Synergy scores: CSS=39.7, Synergy_ZIP=0.0570, Synergy_Bliss=0.576, Synergy_Loewe=1.76, Synergy_HSA=4.01. (3) Drug 1: CC1=C(C=C(C=C1)NC(=O)C2=CC=C(C=C2)CN3CCN(CC3)C)NC4=NC=CC(=N4)C5=CN=CC=C5. Drug 2: CS(=O)(=O)CCNCC1=CC=C(O1)C2=CC3=C(C=C2)N=CN=C3NC4=CC(=C(C=C4)OCC5=CC(=CC=C5)F)Cl. Cell line: MDA-MB-231. Synergy scores: CSS=-5.84, Synergy_ZIP=2.92, Synergy_Bliss=-1.87, Synergy_Loewe=-10.0, Synergy_HSA=-9.85. (4) Drug 1: CC12CCC(CC1=CCC3C2CCC4(C3CC=C4C5=CN=CC=C5)C)O. Drug 2: CCCCCOC(=O)NC1=NC(=O)N(C=C1F)C2C(C(C(O2)C)O)O. Cell line: SK-OV-3. Synergy scores: CSS=5.17, Synergy_ZIP=1.32, Synergy_Bliss=5.93, Synergy_Loewe=2.38, Synergy_HSA=4.39.